This data is from Full USPTO retrosynthesis dataset with 1.9M reactions from patents (1976-2016). The task is: Predict the reactants needed to synthesize the given product. (1) Given the product [O:17]1[C:21]2[CH:22]=[CH:23][CH:24]=[CH:25][C:20]=2[CH:19]=[C:18]1[C:26]([C:27]1[O:1][C:2]2[CH:9]=[CH:8][C:7]([OH:10])=[CH:6][C:3]=2[CH:4]=1)=[O:29], predict the reactants needed to synthesize it. The reactants are: [OH:1][C:2]1[CH:9]=[CH:8][C:7]([OH:10])=[CH:6][C:3]=1[CH:4]=O.C([O-])([O-])=O.[K+].[K+].[O:17]1[C:21]2[CH:22]=[CH:23][CH:24]=[CH:25][C:20]=2[CH:19]=[C:18]1[C:26](=[O:29])[CH2:27]Br. (2) The reactants are: [C:1]([C:3]1[C:7]([CH:8]=[O:9])=[C:6]([C:10]2[N:14]=[CH:13][N:12]([CH:15]3[CH2:20][CH2:19][CH2:18][CH2:17][O:16]3)[N:11]=2)[S:5][C:4]=1[C:21]1[CH:26]=[CH:25][N:24]=[C:23]([NH:27][C:28](=[O:31])[O:29][CH3:30])[CH:22]=1)#[N:2].[Cl:32][C:33]1[CH:38]=[CH:37][C:36]([Mg]Br)=[CH:35][CH:34]=1.CCOCC.C(O)(=O)C. Given the product [Cl:32][C:33]1[CH:38]=[CH:37][C:36]([CH:8]([OH:9])[C:7]2[C:3]([C:1]#[N:2])=[C:4]([C:21]3[CH:26]=[CH:25][N:24]=[C:23]([NH:27][C:28](=[O:31])[O:29][CH3:30])[CH:22]=3)[S:5][C:6]=2[C:10]2[N:14]=[CH:13][N:12]([CH:15]3[CH2:20][CH2:19][CH2:18][CH2:17][O:16]3)[N:11]=2)=[CH:35][CH:34]=1, predict the reactants needed to synthesize it.